From a dataset of Reaction yield outcomes from USPTO patents with 853,638 reactions. Predict the reaction yield, written as a fraction of the theoretical maximum amount of product (1.0 means a 100% yield; for example, 0.34 means a 34% yield). (1) The reactants are [C:1]1([C:7]#[CH:8])[CH:6]=[CH:5][CH:4]=[CH:3][CH:2]=1.Br[C:10]1[CH:19]=[CH:18][C:17]2[NH:16][C:15](=[O:20])[N:14]3[C:21](=[O:31])[N:22]([C:24]4[CH:29]=[CH:28][C:27]([CH3:30])=[CH:26][CH:25]=4)[N:23]=[C:13]3[C:12]=2[CH:11]=1.C1(P(C2C=CC=CC=2)C2C=CC=CC=2)C=CC=CC=1. The catalyst is CN(C=O)C.CCN(CC)CC.CC([O-])=O.CC([O-])=O.[Pd+2]. The product is [CH3:30][C:27]1[CH:28]=[CH:29][C:24]([N:22]2[C:21](=[O:31])[N:14]3[C:15](=[O:20])[NH:16][C:17]4[CH:18]=[CH:19][C:10]([C:8]#[C:7][C:1]5[CH:6]=[CH:5][CH:4]=[CH:3][CH:2]=5)=[CH:11][C:12]=4[C:13]3=[N:23]2)=[CH:25][CH:26]=1. The yield is 0.700. (2) The reactants are [F:1][C:2]1[CH:7]=[CH:6][C:5]([F:8])=[CH:4][C:3]=1[CH:9]([S:20]([C:23]1[CH:28]=[CH:27][C:26]([F:29])=[CH:25][CH:24]=1)(=[O:22])=[O:21])[C:10]1[C:11]([CH3:19])=[CH:12][C:13]([C:16](O)=[O:17])=[N:14][CH:15]=1.Cl.[CH2:31]([NH2:33])[CH3:32].ON1C2C=CC=CC=2N=N1.CN1CCOCC1.Cl.C(N=C=NCCCN(C)C)C. The catalyst is C(Cl)Cl. The product is [F:1][C:2]1[CH:7]=[CH:6][C:5]([F:8])=[CH:4][C:3]=1[CH:9]([S:20]([C:23]1[CH:28]=[CH:27][C:26]([F:29])=[CH:25][CH:24]=1)(=[O:22])=[O:21])[C:10]1[C:11]([CH3:19])=[CH:12][C:13]([C:16]([NH:33][CH2:31][CH3:32])=[O:17])=[N:14][CH:15]=1. The yield is 0.890. (3) The reactants are [C:1]1([NH2:8])[CH:6]=[CH:5][CH:4]=[CH:3][C:2]=1[NH2:7].[Br:9][C:10]1[CH:11]=[C:12]([CH:15]=[CH:16][C:17]=1[OH:18])[CH:13]=O. The catalyst is CN(C=O)C. The product is [NH:7]1[C:2]2[CH:3]=[CH:4][CH:5]=[CH:6][C:1]=2[N:8]=[C:13]1[C:12]1[CH:15]=[CH:16][C:17]([OH:18])=[C:10]([Br:9])[CH:11]=1. The yield is 0.794. (4) The reactants are O[C@H](CCCCCCCCCC(C)C)CC(OC)=O.[CH3:20][CH:21]([CH3:40])[CH2:22][CH:23]=[CH:24][CH2:25][CH2:26][CH2:27][CH2:28][CH2:29][CH2:30][CH2:31][CH2:32][C:33](=[O:39])[CH2:34][C:35]([O:37][CH3:38])=[O:36]. No catalyst specified. The product is [OH:39][C@H:33]([CH2:32][CH2:31][CH2:30][CH2:29][CH2:28][CH2:27][CH2:26][CH2:25][CH2:24][CH2:23][CH2:22][CH:21]([CH3:40])[CH3:20])[CH2:34][C:35]([O:37][CH3:38])=[O:36]. The yield is 0.920. (5) The reactants are FC1C=C(CN)[CH:5]=[N:6]C=1.[NH:10]1[CH:14]=[CH:13][C:12](CN)=[N:11]1.[CH3:17][C:18]1[N:19]=[C:20]([N:26]2[CH2:30][CH2:29][N:28]([CH2:31][CH2:32][CH2:33][C:34]([F:37])([F:36])[F:35])[C:27]2=[O:38])[S:21][C:22]=1[C:23]([OH:25])=O. No catalyst specified. The product is [NH:11]1[CH:12]=[C:13]([CH2:5][NH:6][C:23]([C:22]2[S:21][C:20]([N:26]3[CH2:30][CH2:29][N:28]([CH2:31][CH2:32][CH2:33][C:34]([F:37])([F:36])[F:35])[C:27]3=[O:38])=[N:19][C:18]=2[CH3:17])=[O:25])[CH:14]=[N:10]1. The yield is 0.0300. (6) The reactants are CO[C:3](=[O:13])[C:4]1[C:9]([I:10])=[CH:8][CH:7]=[CH:6][C:5]=1[CH2:11]Br.[CH3:14][O:15][C:16]1[CH:30]=[CH:29][CH:28]=[CH:27][C:17]=1[O:18][C:19]1[CH:20]=[C:21]([CH:24]=[CH:25][CH:26]=1)[CH2:22][NH2:23].C([O-])([O-])=O.[K+].[K+].C(OCC)(=O)C. The catalyst is C1(C)C=CC=CC=1.CCCCCC. The product is [I:10][C:9]1[CH:8]=[CH:7][CH:6]=[C:5]2[C:4]=1[C:3](=[O:13])[N:23]([CH2:22][C:21]1[CH:24]=[CH:25][CH:26]=[C:19]([O:18][C:17]3[CH:27]=[CH:28][CH:29]=[CH:30][C:16]=3[O:15][CH3:14])[CH:20]=1)[CH2:11]2. The yield is 0.240. (7) The reactants are [Br:1][C:2]1[CH:7]=[CH:6][N:5]=[C:4]([C:8]([OH:10])=O)[CH:3]=1.C([N:13]([CH2:16]C)CC)C.[C:18](C1NC=CN=1)(C1NC=CN=1)=[O:19]. The catalyst is C1COCC1. The product is [CH3:18][O:19][N:13]([CH3:16])[C:8]([C:4]1[CH:3]=[C:2]([Br:1])[CH:7]=[CH:6][N:5]=1)=[O:10]. The yield is 0.860.